From a dataset of Forward reaction prediction with 1.9M reactions from USPTO patents (1976-2016). Predict the product of the given reaction. (1) Given the reactants C(OC1C=CC(N2CCN(CCCC3CCCCC3)CC2)=CC=1Cl)C1C=CC=CC=1.[CH2:31]([N:33]([CH2:57][CH3:58])[C:34]([N:36]1[CH2:41][CH2:40][N:39]([C:42]2[CH:47]=[CH:46][C:45]([O:48]CC3C=CC=CC=3)=[C:44]([F:56])[CH:43]=2)[CH2:38][CH2:37]1)=[O:35])[CH3:32], predict the reaction product. The product is: [CH2:57]([N:33]([CH2:31][CH3:32])[C:34]([N:36]1[CH2:37][CH2:38][N:39]([C:42]2[CH:47]=[CH:46][C:45]([OH:48])=[C:44]([F:56])[CH:43]=2)[CH2:40][CH2:41]1)=[O:35])[CH3:58]. (2) The product is: [ClH:1].[ClH:1].[O:3]([C:10]1[CH:11]=[C:12]([C@H:16]([C:24]2([OH:30])[CH2:25][CH2:26][CH2:27][CH2:28][CH2:29]2)[CH2:17][N:18]2[CH2:19][CH2:20][NH:21][CH2:22][CH2:23]2)[CH:13]=[CH:14][CH:15]=1)[C:4]1[CH:9]=[CH:8][CH:7]=[CH:6][CH:5]=1. Given the reactants [ClH:1].Cl.[O:3]([C:10]1[CH:11]=[C:12]([CH:16]([C:24]2([OH:30])[CH2:29][CH2:28][CH2:27][CH2:26][CH2:25]2)[CH2:17][N:18]2[CH2:23][CH2:22][NH:21][CH2:20][CH2:19]2)[CH:13]=[CH:14][CH:15]=1)[C:4]1[CH:9]=[CH:8][CH:7]=[CH:6][CH:5]=1, predict the reaction product. (3) Given the reactants [C:1]([C:3]([CH2:15][Si:16]1([CH3:21])[CH2:20][CH2:19][CH2:18][CH2:17]1)([CH2:9][C:10]([O:12][CH2:13][CH3:14])=[O:11])C(OCC)=O)#[N:2].O.[Br-].[Li+], predict the reaction product. The product is: [CH3:21][Si:16]1([CH2:15][CH:3]([C:1]#[N:2])[CH2:9][C:10]([O:12][CH2:13][CH3:14])=[O:11])[CH2:20][CH2:19][CH2:18][CH2:17]1. (4) Given the reactants [O:1]1[C:5]2([CH2:10][CH2:9][C:8](=O)[CH2:7][CH2:6]2)[O:4][CH2:3][CH2:2]1.C(Cl)Cl.CN.[C:17]([BH3-])#[N:18].[Na+], predict the reaction product. The product is: [O:1]1[C:5]2([CH2:10][CH2:9][CH:8]([NH:18][CH3:17])[CH2:7][CH2:6]2)[O:4][CH2:3][CH2:2]1. (5) Given the reactants [CH3:1][C:2]1([CH3:35])[O:7][CH2:6][C:5]([N+:32]([O-:34])=[O:33])([C:8]2[CH:17]=[CH:16][C:15]3[C:10](=[CH:11][CH:12]=[C:13]([O:18][C:19]4[CH:24]=[CH:23][C:22]([O:25][C:26]5C=[CH:30][CH:29]=[CH:28][CH:27]=5)=[CH:21][CH:20]=4)[CH:14]=3)[CH:9]=2)[CH2:4][O:3]1.C(OC1C=CC(O)=CC=1)CCCC, predict the reaction product. The product is: [CH3:35][C:2]1([CH3:1])[O:3][CH2:4][C:5]([N+:32]([O-:34])=[O:33])([C:8]2[CH:17]=[CH:16][C:15]3[C:10](=[CH:11][CH:12]=[C:13]([O:18][C:19]4[CH:20]=[CH:21][C:22]([O:25][CH2:26][CH2:27][CH2:28][CH2:29][CH3:30])=[CH:23][CH:24]=4)[CH:14]=3)[CH:9]=2)[CH2:6][O:7]1. (6) The product is: [CH3:1][C:2]1[CH:3]=[C:4]([CH:7]=[C:8]([B:10]2[O:14][C:13]([CH3:16])([CH3:15])[C:12]([CH3:18])([CH3:17])[O:11]2)[CH:9]=1)[C:5]#[N:6]. Given the reactants [CH3:1][C:2]1[CH:3]=[C:4]([CH:7]=[CH:8][CH:9]=1)[C:5]#[N:6].[B:10]1([B:10]2[O:14][C:13]([CH3:16])([CH3:15])[C:12]([CH3:18])([CH3:17])[O:11]2)[O:14][C:13]([CH3:16])([CH3:15])[C:12]([CH3:18])([CH3:17])[O:11]1, predict the reaction product. (7) Given the reactants [CH2:1]([O:3][C:4](=[O:21])[C:5]([O:8][C:9]1[CH:14]=[CH:13][C:12]([O:15][CH2:16][C:17]([OH:19])=O)=[CH:11][C:10]=1[CH3:20])([CH3:7])[CH3:6])[CH3:2].C(OC(=O)C(OC1C=CC(O)=CC=1C)(C)C)C.ClCC(OC)=O.[NH2:45][C:46]1[CH:51]=[CH:50][C:49]([C:52]2[CH:57]=[CH:56][CH:55]=[CH:54][CH:53]=2)=[CH:48][CH:47]=1, predict the reaction product. The product is: [CH2:1]([O:3][C:4](=[O:21])[C:5]([O:8][C:9]1[CH:14]=[CH:13][C:12]([O:15][CH2:16][C:17](=[O:19])[NH:45][C:46]2[CH:47]=[CH:48][C:49]([C:52]3[CH:57]=[CH:56][CH:55]=[CH:54][CH:53]=3)=[CH:50][CH:51]=2)=[CH:11][C:10]=1[CH3:20])([CH3:6])[CH3:7])[CH3:2]. (8) Given the reactants [CH2:1]([C:5]1[CH:10]=[CH:9][C:8]([C:11]#[C:12][C:13]2[CH:20]=[CH:19][C:16]([CH:17]=O)=[CH:15][CH:14]=2)=[CH:7][CH:6]=1)[CH2:2][CH2:3][CH3:4].[NH2:21][C:22]1[CH:34]=[CH:33][C:25]2[O:26][C:27]([CH3:32])([CH3:31])[O:28][C:29](=[O:30])[C:24]=2[CH:23]=1.[BH4-].[Na+].[Na+].[Cl-], predict the reaction product. The product is: [CH2:1]([C:5]1[CH:10]=[CH:9][C:8]([C:11]#[C:12][C:13]2[CH:20]=[CH:19][C:16]([CH2:17][NH:21][C:22]3[CH:34]=[CH:33][C:25]4[O:26][C:27]([CH3:31])([CH3:32])[O:28][C:29](=[O:30])[C:24]=4[CH:23]=3)=[CH:15][CH:14]=2)=[CH:7][CH:6]=1)[CH2:2][CH2:3][CH3:4].